Predict the reactants needed to synthesize the given product. From a dataset of Full USPTO retrosynthesis dataset with 1.9M reactions from patents (1976-2016). (1) Given the product [CH2:1]([O:3][C:4](=[O:42])[CH2:5][CH2:6][CH2:7][O:8][C:9]1[CH:14]=[CH:13][CH:12]=[C:11]([CH2:15][CH2:16][CH2:17][CH2:18][CH2:19][CH2:20][O:21][C:22]2[CH:23]=[C:24]([C:45]3[CH:46]=[CH:47][S:43][CH:44]=3)[CH:25]=[C:26]([S:28]([CH2:31][CH2:32][CH3:33])(=[O:30])=[O:29])[CH:27]=2)[C:10]=1[CH2:35][CH2:36][C:37]([O:39][CH2:40][CH3:41])=[O:38])[CH3:2], predict the reactants needed to synthesize it. The reactants are: [CH2:1]([O:3][C:4](=[O:42])[CH2:5][CH2:6][CH2:7][O:8][C:9]1[CH:14]=[CH:13][CH:12]=[C:11]([CH2:15][CH2:16][CH2:17][CH2:18][CH2:19][CH2:20][O:21][C:22]2[CH:27]=[C:26]([S:28]([CH2:31][CH2:32][CH3:33])(=[O:30])=[O:29])[CH:25]=[C:24](Br)[CH:23]=2)[C:10]=1[CH2:35][CH2:36][C:37]([O:39][CH2:40][CH3:41])=[O:38])[CH3:2].[S:43]1[CH:47]=[CH:46][C:45](B(O)O)=[CH:44]1.C(=O)([O-])[O-].[Cs+].[Cs+]. (2) Given the product [O:23]=[S:2]1(=[O:1])[CH2:7][CH2:6][N:5]([CH2:8][CH2:9][N:10]([CH2:31][CH2:32][O:33][CH3:34])[S:11]([C:14]2[CH:19]=[CH:18][CH:17]=[CH:16][C:15]=2[N+:20]([O-:22])=[O:21])(=[O:12])=[O:13])[CH2:4][CH2:3]1, predict the reactants needed to synthesize it. The reactants are: [O:1]=[S:2]1(=[O:23])[CH2:7][CH2:6][N:5]([CH2:8][CH2:9][NH:10][S:11]([C:14]2[CH:19]=[CH:18][CH:17]=[CH:16][C:15]=2[N+:20]([O-:22])=[O:21])(=[O:13])=[O:12])[CH2:4][CH2:3]1.C(=O)([O-])[O-].[Cs+].[Cs+].Br[CH2:31][CH2:32][O:33][CH3:34].C(OCC)(=O)C.